Task: Predict the reactants needed to synthesize the given product.. Dataset: Full USPTO retrosynthesis dataset with 1.9M reactions from patents (1976-2016) (1) Given the product [CH3:1][C:2]1[C:3]([CH2:8][N:9]([CH2:14][C:15]2[C:20]([CH3:21])=[CH:19][CH:18]=[CH:17][N:16]=2)[CH2:10][CH2:11][CH2:12][NH:13][C:27]([NH2:26])=[O:28])=[N:4][CH:5]=[CH:6][CH:7]=1, predict the reactants needed to synthesize it. The reactants are: [CH3:1][C:2]1[C:3]([CH2:8][N:9]([CH2:14][C:15]2[C:20]([CH3:21])=[CH:19][CH:18]=[CH:17][N:16]=2)[CH2:10][CH2:11][CH2:12][NH2:13])=[N:4][CH:5]=[CH:6][CH:7]=1.C[Si]([N:26]=[C:27]=[O:28])(C)C. (2) Given the product [F:31][C:13]1([F:12])[CH2:14][CH2:15][C:16]([CH2:29][NH:30][C:5](=[O:7])[C:4]2[CH:8]=[CH:9][CH:10]=[C:2]([F:1])[C:3]=2[CH3:11])([C:19]2[CH:20]=[N:21][C:22]([C:25]([F:26])([F:27])[F:28])=[CH:23][CH:24]=2)[CH2:17][CH2:18]1, predict the reactants needed to synthesize it. The reactants are: [F:1][C:2]1[C:3]([CH3:11])=[C:4]([CH:8]=[CH:9][CH:10]=1)[C:5]([OH:7])=O.[F:12][C:13]1([F:31])[CH2:18][CH2:17][C:16]([CH2:29][NH2:30])([C:19]2[CH:20]=[N:21][C:22]([C:25]([F:28])([F:27])[F:26])=[CH:23][CH:24]=2)[CH2:15][CH2:14]1. (3) Given the product [C:38]1([C:28]2[N:29]=[C:30]([C:32]3[CH:33]=[CH:34][CH:35]=[CH:36][CH:37]=3)[N:31]=[C:26]([N:13]3[C:12]4[CH:11]=[C:10]5[C:2]([CH3:22])([CH3:1])[C:3]6[C:8]([C:9]5=[CH:21][C:20]=4[C:19]4[C:14]3=[CH:15][CH:16]=[CH:17][CH:18]=4)=[CH:7][CH:6]=[CH:5][CH:4]=6)[N:27]=2)[CH:43]=[CH:42][CH:41]=[CH:40][CH:39]=1, predict the reactants needed to synthesize it. The reactants are: [CH3:1][C:2]1([CH3:22])[C:10]2=[CH:11][C:12]3[NH:13][C:14]4[C:19]([C:20]=3[CH:21]=[C:9]2[C:8]2[C:3]1=[CH:4][CH:5]=[CH:6][CH:7]=2)=[CH:18][CH:17]=[CH:16][CH:15]=4.[H-].[Na+].Cl[C:26]1[N:31]=[C:30]([C:32]2[CH:37]=[CH:36][CH:35]=[CH:34][CH:33]=2)[N:29]=[C:28]([C:38]2[CH:43]=[CH:42][CH:41]=[CH:40][CH:39]=2)[N:27]=1.